From a dataset of Full USPTO retrosynthesis dataset with 1.9M reactions from patents (1976-2016). Predict the reactants needed to synthesize the given product. (1) Given the product [ClH:33].[ClH:33].[O:1]1[CH2:2][CH2:3][N:4]([CH2:7][CH2:8][O:9][C:10]2[CH:11]=[CH:12][C:13]([C:16]3[CH:17]=[CH:18][C:19]([CH2:22][C:23]([NH:25][CH2:26][C:27]4[CH:32]=[CH:31][CH:30]=[CH:29][CH:28]=4)=[O:24])=[N:20][CH:21]=3)=[CH:14][CH:15]=2)[CH2:5][CH2:6]1, predict the reactants needed to synthesize it. The reactants are: [O:1]1[CH2:6][CH2:5][N:4]([CH2:7][CH2:8][O:9][C:10]2[CH:15]=[CH:14][C:13]([C:16]3[CH:17]=[CH:18][C:19]([CH2:22][C:23]([NH:25][CH2:26][C:27]4[CH:32]=[CH:31][CH:30]=[CH:29][CH:28]=4)=[O:24])=[N:20][CH:21]=3)=[CH:12][CH:11]=2)[CH2:3][CH2:2]1.[ClH:33]. (2) Given the product [CH3:38][C:27]1([CH3:37])[C@@H:26]([CH2:25][CH2:24][O:18][C:12]2[CH:17]=[CH:16][CH:15]=[CH:14][CH:13]=2)[CH2:29][C@H:28]1[CH2:30][N:31]1[CH2:32][CH2:33][O:34][CH2:35][CH2:36]1, predict the reactants needed to synthesize it. The reactants are: [Li]CCCC.CCCCCC.[C:12]1([OH:18])[CH:17]=[CH:16][CH:15]=[CH:14][CH:13]=1.CS(O[CH2:24][CH2:25][C@H:26]1[CH2:29][C@@H:28]([CH2:30][N:31]2[CH2:36][CH2:35][O:34][CH2:33][CH2:32]2)[C:27]1([CH3:38])[CH3:37])(=O)=O. (3) Given the product [N:27]1[CH:28]=[CH:29][CH:30]=[CH:31][C:26]=1[C:25]([N:21]1[CH2:22][CH2:23][N:24]([C:12](=[O:14])[C:11]([C:7]2[C:6]3[C:10](=[C:2]([Br:1])[N:3]=[CH:4][C:5]=3[F:16])[NH:9][CH:8]=2)=[O:15])[C@H:19]([CH3:18])[CH2:20]1)=[O:32], predict the reactants needed to synthesize it. The reactants are: [Br:1][C:2]1[N:3]=[CH:4][C:5]([F:16])=[C:6]2[C:10]=1[NH:9][CH:8]=[C:7]2[C:11](=[O:15])[C:12]([O-:14])=O.[K+].[CH3:18][C@H:19]1[NH:24][CH2:23][CH2:22][N:21]([C:25](=[O:32])[C:26]2[CH:31]=[CH:30][CH:29]=[CH:28][N:27]=2)[CH2:20]1. (4) Given the product [CH:12]([C:8]1[CH:7]=[N:6][CH:11]=[CH:10][C:9]=1[CH:19]([OH:20])[C:18]1[CH:17]=[C:16]([CH:23]=[CH:22][CH:21]=1)[C:14]#[N:15])=[O:13], predict the reactants needed to synthesize it. The reactants are: C([Li])CCC.[N:6]1[CH:11]=[CH:10][CH:9]=[C:8]([CH:12]=[O:13])[CH:7]=1.[C:14]([C:16]1[CH:17]=[C:18]([CH:21]=[CH:22][CH:23]=1)[CH:19]=[O:20])#[N:15]. (5) Given the product [NH2:1][C:2](=[N:39][C:40]([O:42][CH2:43][C:44]([CH3:46])=[CH2:45])=[O:41])[C:3]1[CH:4]=[CH:5][C:6]([NH:9][C@@H:10]([C:27]2[N:31]=[C:30]([O:32][CH2:53][O:52][C:51]([O:50][CH:47]([CH3:49])[CH3:48])=[O:55])[N:29]([C:33]3[N:38]=[CH:37][CH:36]=[CH:35][N:34]=3)[N:28]=2)[C:11]2[C:12]([F:26])=[C:13]([CH:21]=[C:22]([O:24][CH3:25])[CH:23]=2)[O:14][CH2:15][CH2:16][O:17][C:18](=[O:20])[CH3:19])=[CH:7][CH:8]=1, predict the reactants needed to synthesize it. The reactants are: [NH2:1][C:2](=[N:39][C:40]([O:42][CH2:43][C:44]([CH3:46])=[CH2:45])=[O:41])[C:3]1[CH:8]=[CH:7][C:6]([NH:9][C@@H:10]([C:27]2[NH:31][C:30](=[O:32])[N:29]([C:33]3[N:38]=[CH:37][CH:36]=[CH:35][N:34]=3)[N:28]=2)[C:11]2[C:12]([F:26])=[C:13]([CH:21]=[C:22]([O:24][CH3:25])[CH:23]=2)[O:14][CH2:15][CH2:16][O:17][C:18](=[O:20])[CH3:19])=[CH:5][CH:4]=1.[CH:47]([O:50][C:51](=[O:55])[O:52][CH2:53]Cl)([CH3:49])[CH3:48].C(=O)([O-])[O-].[Rb+].[Rb+].CC(N(C)C)=O.